Dataset: Reaction yield outcomes from USPTO patents with 853,638 reactions. Task: Predict the reaction yield, written as a fraction of the theoretical maximum amount of product (1.0 means a 100% yield; for example, 0.34 means a 34% yield). (1) The yield is 0.150. The product is [CH2:22]([CH:14]([NH:13][C:10]([C:8]1[CH:7]=[CH:6][C:5]2[O:1][CH:2]=[N:3][C:4]=2[CH:9]=1)=[O:12])[CH2:15][CH2:16][CH3:17])[CH2:21][CH3:20]. No catalyst specified. The reactants are [O:1]1[C:5]2[CH:6]=[CH:7][C:8]([C:10]([OH:12])=O)=[CH:9][C:4]=2[N:3]=[CH:2]1.[NH2:13][C:14]1[CH:15]=[C:16]([CH:20]=[CH:21][C:22]=1O)[C:17](O)=O.C(OC)(OC)OC. (2) The reactants are [NH2:1][C:2]1[N:7]=[C:6]([C:8]([F:11])([F:10])[F:9])[CH:5]=[CH:4][N:3]=1.[Br:12]N1C(=O)CCC1=O.C(Cl)Cl.[OH-].[Na+]. The catalyst is C(Cl)(Cl)Cl. The product is [Br:12][C:5]1[C:6]([C:8]([F:11])([F:9])[F:10])=[N:7][C:2]([NH2:1])=[N:3][CH:4]=1. The yield is 0.820. (3) The reactants are [NH2:1][CH:2]([C:39]([OH:48])([C:44]([F:47])([F:46])[F:45])[C:40]([F:43])([F:42])[F:41])[C:3]([NH:5][C@:6]([C:28]1[CH:33]=[CH:32][C:31]([F:34])=[C:30]([O:35][CH:36]([CH3:38])[CH3:37])[CH:29]=1)([C:14]1[CH:19]=[C:18]([O:20][C:21]([F:26])([F:25])[CH:22]([F:24])[F:23])[CH:17]=[C:16]([F:27])[CH:15]=1)[CH2:7][C:8]1[CH:13]=[CH:12][CH:11]=[CH:10][CH:9]=1)=O.B.[H][H].B(F)(F)F.CCOCC.[H-].[H-].[H-].[H-].[Li+].[Al+3]. The catalyst is C1COCC1. The product is [NH2:1][CH:2]([CH2:3][NH:5][C@:6]([C:28]1[CH:33]=[CH:32][C:31]([F:34])=[C:30]([O:35][CH:36]([CH3:38])[CH3:37])[CH:29]=1)([C:14]1[CH:19]=[C:18]([O:20][C:21]([F:25])([F:26])[CH:22]([F:24])[F:23])[CH:17]=[C:16]([F:27])[CH:15]=1)[CH2:7][C:8]1[CH:9]=[CH:10][CH:11]=[CH:12][CH:13]=1)[C:39]([C:44]([F:45])([F:46])[F:47])([OH:48])[C:40]([F:43])([F:42])[F:41]. The yield is 0.200.